From a dataset of Reaction yield outcomes from USPTO patents with 853,638 reactions. Predict the reaction yield, written as a fraction of the theoretical maximum amount of product (1.0 means a 100% yield; for example, 0.34 means a 34% yield). (1) The reactants are Cl[CH2:2][C:3]1[C:15]([C:16]([CH3:19])([CH3:18])[CH3:17])=[CH:14][C:13]2[C:12]3[C:7](=[CH:8][C:9]([CH2:24]Cl)=[C:10]([C:20]([CH3:23])([CH3:22])[CH3:21])[CH:11]=3)[CH2:6][C:5]=2[CH:4]=1.[H-].[H-].[H-].[H-].[Li+].[Al+3]. The catalyst is C1COCC1. The product is [CH3:24][C:9]1[C:10]([C:20]([CH3:21])([CH3:22])[CH3:23])=[CH:11][C:12]2[C:13]3[C:5](=[CH:4][C:3]([CH3:2])=[C:15]([C:16]([CH3:19])([CH3:18])[CH3:17])[CH:14]=3)[CH2:6][C:7]=2[CH:8]=1. The yield is 0.850. (2) The reactants are [C:1]([C:3]1[CH:4]=[C:5]2[C:10](=[CH:11][C:12]=1[O:13][C:14]1[CH:22]=[CH:21][C:17]([C:18](O)=[O:19])=[CH:16][CH:15]=1)[O:9][CH2:8][CH2:7][CH:6]2[C:23]([O:25][CH3:26])=[O:24])#[N:2].C(Cl)(=O)C(Cl)=O.[Cl:33][C:34]1[CH:35]=[C:36]([NH2:41])[CH:37]=[CH:38][C:39]=1[Cl:40].C(N(CC)C(C)C)(C)C. The catalyst is C(Cl)Cl.CN(C=O)C. The product is [Cl:33][C:34]1[CH:35]=[C:36]([NH:41][C:18]([C:17]2[CH:16]=[CH:15][C:14]([O:13][C:12]3[CH:11]=[C:10]4[C:5]([CH:6]([C:23]([O:25][CH3:26])=[O:24])[CH2:7][CH2:8][O:9]4)=[CH:4][C:3]=3[C:1]#[N:2])=[CH:22][CH:21]=2)=[O:19])[CH:37]=[CH:38][C:39]=1[Cl:40]. The yield is 0.710. (3) The catalyst is CN(C)C=O.O.C(N(CC)CC)C. The product is [F:9][C:10]([F:16])([F:15])[CH2:11][C:12]([NH:1][C@@:2]12[CH2:7][C@H:6]1[CH2:5][O:4][C:3]2=[O:8])=[O:13]. The yield is 0.450. The reactants are [NH2:1][C@@:2]12[CH2:7][C@H:6]1[CH2:5][O:4][C:3]2=[O:8].[F:9][C:10]([F:16])([F:15])[CH2:11][C:12](O)=[O:13].OC1C2N=NNC=2C=CC=1.C(N=C=NCCCN(C)C)C.